Dataset: Forward reaction prediction with 1.9M reactions from USPTO patents (1976-2016). Task: Predict the product of the given reaction. (1) Given the reactants [CH2:1]([O:5][C:6]1[CH:11]=[C:10](SC)[N:9]=[CH:8][N:7]=1)[C:2]#[C:3][CH3:4].Cl[C:15]1C=CC=C(C(OO)=O)C=1.[S:25]([O-:29])([O-])(=[O:27])=S.[Na+].[Na+], predict the reaction product. The product is: [CH2:1]([O:5][C:6]1[CH:11]=[C:10]([S:25]([CH3:15])(=[O:29])=[O:27])[N:9]=[CH:8][N:7]=1)[C:2]#[C:3][CH3:4]. (2) Given the reactants [CH2:1]([C@@:4]1([C:20]2[CH:25]=[CH:24][C:23]([F:26])=[CH:22][CH:21]=2)[O:9][C:8](=[O:10])[N:7]([C@H](C2C=CC(Br)=CC=2)C)[CH2:6][CH2:5]1)[CH:2]=[CH2:3].[OH2:27].O=O, predict the reaction product. The product is: [F:26][C:23]1[CH:24]=[CH:25][C:20]([C:4]2([CH2:1][C:2](=[O:27])[CH3:3])[O:9][C:8](=[O:10])[NH:7][CH2:6][CH2:5]2)=[CH:21][CH:22]=1. (3) Given the reactants [OH:1][C:2]1[CH:3]=[C:4]2[C:8](=[CH:9][CH:10]=1)[C:7](=[O:11])[NH:6][CH2:5]2.[CH:12]([C:15]1[N:19]=[C:18]([N:20]2[CH2:25][CH2:24][CH:23]([CH2:26][CH2:27][CH2:28]O)[CH2:22][CH2:21]2)[O:17][N:16]=1)([CH3:14])[CH3:13].C1C=CC(P(C2C=CC=CC=2)C2C=CC=CC=2)=CC=1.CC(OC(/N=N/C(OC(C)C)=O)=O)C, predict the reaction product. The product is: [CH:12]([C:15]1[N:19]=[C:18]([N:20]2[CH2:25][CH2:24][CH:23]([CH2:26][CH2:27][CH2:28][O:1][C:2]3[CH:3]=[C:4]4[C:8](=[CH:9][CH:10]=3)[C:7](=[O:11])[NH:6][CH2:5]4)[CH2:22][CH2:21]2)[O:17][N:16]=1)([CH3:14])[CH3:13]. (4) Given the reactants [CH2:1]([O:3][C:4]([C:6]1[C:10]([CH:11]=[CH:12][C:13]2[CH:18]=[CH:17][C:16]([CH:19]([CH3:21])[CH3:20])=[CH:15][C:14]=2[Cl:22])=[CH:9][S:8][C:7]=1[NH2:23])=[O:5])[CH3:2].[C:24]1(=O)[O:29][C:27](=[O:28])[C:26]2=[CH:30][CH:31]=[CH:32][CH:33]=[C:25]12, predict the reaction product. The product is: [CH2:1]([O:3][C:4]([C:6]1[C:10]([CH:11]=[CH:12][C:13]2[CH:18]=[CH:17][C:16]([CH:19]([CH3:20])[CH3:21])=[CH:15][C:14]=2[Cl:22])=[CH:9][S:8][C:7]=1[N:23]1[C:27](=[O:28])[C:26]2[C:25](=[CH:33][CH:32]=[CH:31][CH:30]=2)[C:24]1=[O:29])=[O:5])[CH3:2].